Dataset: NCI-60 drug combinations with 297,098 pairs across 59 cell lines. Task: Regression. Given two drug SMILES strings and cell line genomic features, predict the synergy score measuring deviation from expected non-interaction effect. Synergy scores: CSS=24.3, Synergy_ZIP=-4.91, Synergy_Bliss=-2.67, Synergy_Loewe=-3.73, Synergy_HSA=-2.70. Drug 1: C1=NC2=C(N1)C(=S)N=C(N2)N. Cell line: EKVX. Drug 2: CC1=C(N=C(N=C1N)C(CC(=O)N)NCC(C(=O)N)N)C(=O)NC(C(C2=CN=CN2)OC3C(C(C(C(O3)CO)O)O)OC4C(C(C(C(O4)CO)O)OC(=O)N)O)C(=O)NC(C)C(C(C)C(=O)NC(C(C)O)C(=O)NCCC5=NC(=CS5)C6=NC(=CS6)C(=O)NCCC[S+](C)C)O.